Dataset: Full USPTO retrosynthesis dataset with 1.9M reactions from patents (1976-2016). Task: Predict the reactants needed to synthesize the given product. (1) Given the product [CH3:1][O:2][C:3]([C:5]1[C:13]2[C:8](=[N:9][CH:10]=[C:11]([Br:14])[CH:12]=2)[N:7]([S:24]([C:18]2[CH:23]=[CH:22][CH:21]=[CH:20][CH:19]=2)(=[O:26])=[O:25])[C:6]=1[CH3:15])=[O:4], predict the reactants needed to synthesize it. The reactants are: [CH3:1][O:2][C:3]([C:5]1[C:13]2[C:8](=[N:9][CH:10]=[C:11]([Br:14])[CH:12]=2)[NH:7][C:6]=1[CH3:15])=[O:4].[OH-].[Na+].[C:18]1([S:24](Cl)(=[O:26])=[O:25])[CH:23]=[CH:22][CH:21]=[CH:20][CH:19]=1. (2) Given the product [OH:1][CH2:2][CH2:3][CH2:4][CH2:5][CH2:6][NH:7][S:8]([C:11]1[CH:16]=[CH:15][C:14]([C:24]2[CH:25]=[CH:26][C:21]([C:18]([OH:20])=[O:19])=[CH:22][CH:23]=2)=[CH:13][CH:12]=1)(=[O:10])=[O:9], predict the reactants needed to synthesize it. The reactants are: [OH:1][CH2:2][CH2:3][CH2:4][CH2:5][CH2:6][NH:7][S:8]([C:11]1[CH:16]=[CH:15][C:14](Br)=[CH:13][CH:12]=1)(=[O:10])=[O:9].[C:18]([C:21]1[CH:26]=[CH:25][C:24](B(O)O)=[CH:23][CH:22]=1)([OH:20])=[O:19]. (3) Given the product [I:31][CH2:34][CH2:33][CH2:37][C:4]1[CH:3]=[CH:2][C:6]2[O:5][CH2:14][CH2:13][N:12]([S:27]([C:18]3[CH:19]=[CH:20][C:21]4[C:26](=[CH:25][CH:24]=[CH:23][CH:22]=4)[CH:17]=3)(=[O:29])=[O:28])[C:15]=2[CH:16]=1, predict the reactants needed to synthesize it. The reactants are: B.[CH2:2]1[CH2:6][O:5][CH2:4][CH2:3]1.Cl.[OH-].[Na+].C([N:12]([CH2:15][CH3:16])[CH2:13][CH3:14])C.[CH:17]1[C:26]2[C:21](=[CH:22][CH:23]=[CH:24][CH:25]=2)[CH:20]=[CH:19][C:18]=1[S:27](Cl)(=[O:29])=[O:28].[I-:31].[Na+].[CH2:33]1[CH2:37]OC[CH2:34]1. (4) Given the product [O:26]=[C:25]1[N:14]([CH2:15][C:16]([O:18][C:19]([CH3:22])([CH3:21])[CH3:20])=[O:17])[C:9]2[CH:10]=[CH:11][CH:12]=[CH:13][C:8]=2[N:1]([C:2]2[CH:3]=[CH:4][CH:5]=[CH:6][CH:7]=2)[C:23](=[O:28])[CH2:24]1, predict the reactants needed to synthesize it. The reactants are: [NH:1]([C:8]1[CH:13]=[CH:12][CH:11]=[CH:10][C:9]=1[NH:14][CH2:15][C:16]([O:18][C:19]([CH3:22])([CH3:21])[CH3:20])=[O:17])[C:2]1[CH:7]=[CH:6][CH:5]=[CH:4][CH:3]=1.[C:23](Cl)(=[O:28])[CH2:24][C:25](Cl)=[O:26]. (5) Given the product [F:28][C:25]1[CH:26]=[CH:27][C:22]([C:15]2[C:16]3[C:17](=[O:21])[O:18][CH2:19][C:20]=3[C:8]([OH:7])=[C:9]3[C:14]=2[CH:13]=[C:12]([O:29][CH3:30])[C:11]([O:31][CH3:32])=[CH:10]3)=[CH:23][CH:24]=1, predict the reactants needed to synthesize it. The reactants are: C(=O)([O:7][C:8]1[C:20]2[CH2:19][O:18][C:17](=[O:21])[C:16]=2[C:15]([C:22]2[CH:27]=[CH:26][C:25]([F:28])=[CH:24][CH:23]=2)=[C:14]2[C:9]=1[CH:10]=[C:11]([O:31][CH3:32])[C:12]([O:29][CH3:30])=[CH:13]2)OC(C)(C)C.N1CCCCC1.Cl. (6) Given the product [N:1]1([CH2:6][C@@H:7]([O:14][C:15]2[CH:24]=[CH:23][C:22]3[C:21](=[O:25])[CH2:20][CH2:19][CH2:18][C:17]=3[C:16]=2[CH2:26][S:27]([C:30]2[CH:38]=[CH:37][CH:36]=[CH:35][C:31]=2[C:32]([NH:43][CH2:42][CH2:41][O:40][CH3:39])=[O:34])(=[O:29])=[O:28])[C:8]2[CH:9]=[CH:10][CH:11]=[CH:12][CH:13]=2)[CH:5]=[CH:4][N:3]=[CH:2]1, predict the reactants needed to synthesize it. The reactants are: [N:1]1([CH2:6][C@@H:7]([O:14][C:15]2[CH:24]=[CH:23][C:22]3[C:21](=[O:25])[CH2:20][CH2:19][CH2:18][C:17]=3[C:16]=2[CH2:26][S:27]([C:30]2[CH:38]=[CH:37][CH:36]=[CH:35][C:31]=2[C:32]([OH:34])=O)(=[O:29])=[O:28])[C:8]2[CH:13]=[CH:12][CH:11]=[CH:10][CH:9]=2)[CH:5]=[CH:4][N:3]=[CH:2]1.[CH3:39][O:40][CH2:41][CH2:42][NH2:43]. (7) The reactants are: Cl[C:2]1[N:10]=[C:9]([C:11]([O:13][CH3:14])=[O:12])[N:8]=[C:7]2[C:3]=1[N:4]=[C:5]([C:24]1[CH:29]=[CH:28][C:27]([O:30][CH3:31])=[CH:26][CH:25]=1)[N:6]2[CH2:15][CH2:16][CH2:17][N:18]1[CH2:23][CH2:22][CH2:21][CH2:20][CH2:19]1. Given the product [CH3:31][O:30][C:27]1[CH:26]=[CH:25][C:24]([C:5]2[N:6]([CH2:15][CH2:16][CH2:17][N:18]3[CH2:23][CH2:22][CH2:21][CH2:20][CH2:19]3)[C:7]3[C:3]([N:4]=2)=[CH:2][N:10]=[C:9]([C:11]([O:13][CH3:14])=[O:12])[N:8]=3)=[CH:29][CH:28]=1, predict the reactants needed to synthesize it. (8) Given the product [NH2:21][C:22]1[N:27]=[C:26]([NH:15][C@H:13]([C:12]2[N:11]=[C:10]3[CH:16]=[CH:17][N:18]([CH3:19])[C:9]3=[CH:8][C:7]=2[C:6]2[C:2]([CH3:1])=[N:3][O:4][C:5]=2[CH3:20])[CH3:14])[C:25]([C:29]#[N:30])=[C:24]([CH3:31])[N:23]=1, predict the reactants needed to synthesize it. The reactants are: [CH3:1][C:2]1[C:6]([C:7]2[CH:8]=[C:9]3[N:18]([CH3:19])[CH:17]=[CH:16][C:10]3=[N:11][C:12]=2[C@@H:13]([NH2:15])[CH3:14])=[C:5]([CH3:20])[O:4][N:3]=1.[NH2:21][C:22]1[N:27]=[C:26](Cl)[C:25]([C:29]#[N:30])=[C:24]([CH3:31])[N:23]=1.C(N(C(C)C)C(C)C)C. (9) Given the product [Br:8][C:5]1[CH:6]=[CH:7][C:2]([N:1]2[C:13]([CH3:14])=[CH:12][CH:11]=[C:10]2[CH3:9])=[N:3][CH:4]=1, predict the reactants needed to synthesize it. The reactants are: [NH2:1][C:2]1[CH:7]=[CH:6][C:5]([Br:8])=[CH:4][N:3]=1.[CH3:9][C:10](=O)[CH2:11][CH2:12][C:13](=O)[CH3:14].